The task is: Predict the reactants needed to synthesize the given product.. This data is from Full USPTO retrosynthesis dataset with 1.9M reactions from patents (1976-2016). (1) Given the product [CH3:6][N:7]([CH2:8][C:30]1[N:34]2[CH:35]=[CH:36][CH:37]=[CH:38][C:33]2=[N:32][C:31]=1[CH2:39][N:40]([CH3:51])[C@@H:41]1[C:50]2[N:49]=[CH:48][CH:47]=[CH:46][C:45]=2[CH2:44][CH2:43][CH2:42]1)[CH3:3], predict the reactants needed to synthesize it. The reactants are: NC[C:3]1[N:7]2[CH:8]=CC=C[C:6]2=NC=1CN(C)[C@@H]1C2N=CC=CC=2CCC1.CN(C)CCC[C:30]1[N:34]2[CH:35]=[CH:36][CH:37]=[CH:38][C:33]2=[N:32][C:31]=1[CH2:39][N:40]([CH3:51])[C@@H:41]1[C:50]2[N:49]=[CH:48][CH:47]=[CH:46][C:45]=2[CH2:44][CH2:43][CH2:42]1. (2) Given the product [F:12][C:13]1[CH:14]=[C:15]([CH:25]([NH:27][C:28]([C:30]2[N:31]=[C:32]([C:3]3[CH:4]=[CH:5][CH:6]=[C:7]([CH3:8])[C:2]=3[CH3:1])[O:33][CH:34]=2)=[O:29])[CH3:26])[CH:16]=[C:17]([F:24])[C:18]=1[NH:19][S:20]([CH3:23])(=[O:22])=[O:21], predict the reactants needed to synthesize it. The reactants are: [CH3:1][C:2]1[C:7]([CH3:8])=[CH:6][CH:5]=[CH:4][C:3]=1B(O)O.[F:12][C:13]1[CH:14]=[C:15]([CH:25]([NH:27][C:28]([C:30]2[N:31]=[C:32](Cl)[O:33][CH:34]=2)=[O:29])[CH3:26])[CH:16]=[C:17]([F:24])[C:18]=1[NH:19][S:20]([CH3:23])(=[O:22])=[O:21].C([O-])([O-])=O.[Cs+].[Cs+]. (3) The reactants are: [CH:1]1[C:6]2[CH2:7][CH2:8][C:9](=[O:12])[CH2:10][CH2:11][C:5]=2[CH:4]=[CH:3][CH:2]=1.[N+:13]([O-])([OH:15])=[O:14]. Given the product [N+:13]([C:3]1[CH:2]=[CH:1][C:6]2[CH2:7][CH2:8][C:9](=[O:12])[CH2:10][CH2:11][C:5]=2[CH:4]=1)([O-:15])=[O:14], predict the reactants needed to synthesize it. (4) Given the product [CH3:1][O:2][C:3]1[CH:10]=[CH:9][CH:8]=[C:7]([O:11][CH3:12])[C:4]=1/[CH:5]=[N:13]/[CH:14]([CH:18]([CH3:20])[CH3:19])[CH:15]([CH3:17])[CH3:16], predict the reactants needed to synthesize it. The reactants are: [CH3:1][O:2][C:3]1[CH:10]=[CH:9][CH:8]=[C:7]([O:11][CH3:12])[C:4]=1[CH:5]=O.[NH2:13][CH:14]([CH:18]([CH3:20])[CH3:19])[CH:15]([CH3:17])[CH3:16].C1(C)C=CC(S(O)(=O)=O)=CC=1. (5) The reactants are: [Cl:1][C:2]1[CH:7]=[CH:6][C:5]([C:8](=[O:13])[C:9]([F:12])([F:11])[F:10])=[CH:4][C:3]=1[CH3:14].[BH4-].[Na+].Cl. Given the product [Cl:1][C:2]1[CH:7]=[CH:6][C:5]([CH:8]([OH:13])[C:9]([F:11])([F:12])[F:10])=[CH:4][C:3]=1[CH3:14], predict the reactants needed to synthesize it. (6) Given the product [C:2]([NH:4][C@@H:5]1[C@@H:6]([OH:39])[C@H:7]([OH:38])[C@@H:8]([CH2:36][OH:37])[O:9][CH:10]1[OH:11])(=[O:3])[CH3:1], predict the reactants needed to synthesize it. The reactants are: [CH3:1][C:2]([NH:4][C@H:5]1[C@@H:10]([O:11]P(OP(OC[C@H]2O[C@@H](N3C(=O)NC(=O)C=C3)[C@H](O)[C@@H]2O)(O)=O)(O)=O)[O:9][C@H:8]([CH2:36][OH:37])[C@@H:7]([OH:38])[C@@H:6]1[OH:39])=[O:3]. (7) The reactants are: [Cl:1][C:2]1[N:7]=[CH:6][C:5]([S:8]([N:11]2[C:15]([C:16]3[CH:21]=[CH:20][CH:19]=[CH:18][CH:17]=3)=[CH:14][C:13]([CH2:22][N:23](C)[C:24](=O)OC(C)(C)C)=[CH:12]2)(=[O:10])=[O:9])=[CH:4][CH:3]=1.[OH-:32].[Na+].O. Given the product [ClH:1].[CH3:24][NH:23][CH2:22][C:13]1[CH:14]=[C:15]([C:16]2[CH:21]=[CH:20][CH:19]=[CH:18][CH:17]=2)[N:11]([S:8]([C:5]2[CH:4]=[CH:3][C:2]([OH:32])=[N:7][CH:6]=2)(=[O:10])=[O:9])[CH:12]=1, predict the reactants needed to synthesize it.